From a dataset of CYP2C19 inhibition data for predicting drug metabolism from PubChem BioAssay. Regression/Classification. Given a drug SMILES string, predict its absorption, distribution, metabolism, or excretion properties. Task type varies by dataset: regression for continuous measurements (e.g., permeability, clearance, half-life) or binary classification for categorical outcomes (e.g., BBB penetration, CYP inhibition). Dataset: cyp2c19_veith. (1) The drug is O=c1c(-c2cc(F)cc(F)c2)nc2cnc(N3CCOCC3)nc2n1Cc1cccs1. The result is 0 (non-inhibitor). (2) The molecule is CC(C)=CCC/C(C)=C/CO/N=C1/C[C@@H](O)[C@@H](O)[C@H]2[C@@H]1CC[C@@H]1C(=O)N(C3CCCCC3)C(=O)[C@H]12. The result is 0 (non-inhibitor). (3) The drug is CC(C)(C)c1ccc(C(=O)Nc2ccc(NC(=O)c3ccco3)cc2)cc1. The result is 1 (inhibitor). (4) The molecule is CN(C)c1ccc(-c2cncnc2N(C)Cc2ccco2)cc1. The result is 1 (inhibitor). (5) The molecule is CCOC(=O)C1C(=O)C=C(c2ccc(C)cc2)CC1c1ccco1. The result is 1 (inhibitor).